From a dataset of Reaction yield outcomes from USPTO patents with 853,638 reactions. Predict the reaction yield, written as a fraction of the theoretical maximum amount of product (1.0 means a 100% yield; for example, 0.34 means a 34% yield). (1) The reactants are [Br:1][C:2]1[CH:8]=[C:7]([C:9]([C:20]2[CH:25]=[CH:24][C:23]([Cl:26])=[CH:22][CH:21]=2)([N:14]2[CH:18]=[C:17]([Cl:19])[CH:16]=[N:15]2)[C:10]([F:13])([F:12])[F:11])[CH:6]=[C:5]([Br:27])[C:3]=1[NH2:4].[N+:28]([C:31]1[CH:32]=[C:33]([CH:37]=[CH:38][CH:39]=1)[C:34](Cl)=[O:35])([O-:30])=[O:29].N1C=CC=CC=1. The catalyst is O. The product is [Br:1][C:2]1[CH:8]=[C:7]([C:9]([C:20]2[CH:25]=[CH:24][C:23]([Cl:26])=[CH:22][CH:21]=2)([N:14]2[CH:18]=[C:17]([Cl:19])[CH:16]=[N:15]2)[C:10]([F:12])([F:13])[F:11])[CH:6]=[C:5]([Br:27])[C:3]=1[NH:4][C:34](=[O:35])[C:33]1[CH:37]=[CH:38][CH:39]=[C:31]([N+:28]([O-:30])=[O:29])[CH:32]=1. The yield is 0.440. (2) The reactants are [CH:1]1([Mg]Cl)[CH2:6][CH2:5][CH2:4][CH2:3][CH2:2]1.[NH2:9][C:10]1[CH:17]=[CH:16][CH:15]=[CH:14][C:11]=1[C:12]#[N:13].Cl[C:19](OC)=[O:20]. The catalyst is CCOCC. The product is [CH:1]1([C:12]2[C:11]3[C:10](=[CH:17][CH:16]=[CH:15][CH:14]=3)[NH:9][C:19](=[O:20])[N:13]=2)[CH2:6][CH2:5][CH2:4][CH2:3][CH2:2]1. The yield is 0.140. (3) The yield is 0.980. The reactants are [S:1]([N:9]1[CH:13]=[CH:12][N:11]=[CH:10]1)([N:4]1[CH:8]=[CH:7][N:6]=[CH:5]1)(=[O:3])=[O:2].[F:14][C:15]([F:22])([F:21])[S:16]([O:19]C)(=[O:18])=[O:17]. The product is [F:14][C:15]([F:22])([F:21])[S:16]([O-:19])(=[O:18])=[O:17].[N:4]1([S:1]([N:9]2[CH:13]=[CH:12][N+:11]([CH3:15])=[CH:10]2)(=[O:2])=[O:3])[CH:8]=[CH:7][N:6]=[CH:5]1. The catalyst is C(Cl)Cl. (4) The reactants are C([O:8][C:9]1[CH:14]=[CH:13][C:12]([CH:15]([O:20][C:21]([CH3:24])([CH3:23])[CH3:22])[C:16]([O:18][CH3:19])=[O:17])=[C:11]([C:25]2[CH:26]=[CH:27][C:28]3[O:33][CH2:32][CH2:31][CH2:30][C:29]=3[CH:34]=2)[CH:10]=1)C1C=CC=CC=1. The catalyst is CC(O)C.[Pd]. The product is [O:33]1[C:28]2[CH:27]=[CH:26][C:25]([C:11]3[CH:10]=[C:9]([OH:8])[CH:14]=[CH:13][C:12]=3[CH:15]([O:20][C:21]([CH3:24])([CH3:23])[CH3:22])[C:16]([O:18][CH3:19])=[O:17])=[CH:34][C:29]=2[CH2:30][CH2:31][CH2:32]1. The yield is 0.940.